This data is from Forward reaction prediction with 1.9M reactions from USPTO patents (1976-2016). The task is: Predict the product of the given reaction. (1) Given the reactants Cl.Br[C:3]1[CH:26]=[CH:25][C:6]([C:7]([NH:9][CH2:10][C:11]2[CH:16]=[CH:15][CH:14]=[C:13]([O:17][CH:18]3[CH2:23][CH2:22][N:21]([CH3:24])[CH2:20][CH2:19]3)[CH:12]=2)=[O:8])=[CH:5][CH:4]=1.[F:27][C:28]([F:40])([F:39])[O:29][C:30]1[CH:35]=[CH:34][C:33](B(O)O)=[CH:32][CH:31]=1.C(=O)([O-])[O-].[K+].[K+].COCCOC, predict the reaction product. The product is: [CH3:24][N:21]1[CH2:22][CH2:23][CH:18]([O:17][C:13]2[CH:12]=[C:11]([CH:16]=[CH:15][CH:14]=2)[CH2:10][NH:9][C:7]([C:6]2[CH:25]=[CH:26][C:3]([C:33]3[CH:32]=[CH:31][C:30]([O:29][C:28]([F:27])([F:39])[F:40])=[CH:35][CH:34]=3)=[CH:4][CH:5]=2)=[O:8])[CH2:19][CH2:20]1. (2) Given the reactants [C:1]([O:5][C:6]([N:8]1[CH2:13][C@@H:12]([C:14](=[O:37])[NH:15][CH2:16][C:17]2([CH2:31][CH2:32][CH2:33][CH2:34][O:35][CH3:36])[C:30]3[CH:29]=[CH:28][CH:27]=[CH:26][C:25]=3[O:24][C:23]3[C:18]2=[CH:19][CH:20]=[CH:21][CH:22]=3)[CH2:11][C@@H:10]([C:38](O)=[O:39])[CH2:9]1)=[O:7])([CH3:4])([CH3:3])[CH3:2].[CH3:41][O:42][C:43]([CH:45]1[NH:49][CH2:48][CH2:47][CH2:46]1)=[O:44].Cl, predict the reaction product. The product is: [C:1]([O:5][C:6]([N:8]1[CH2:9][C@H:10]([C:38]([N:49]2[CH2:48][CH2:47][CH2:46][C@@H:45]2[C:43]([O:42][CH3:41])=[O:44])=[O:39])[CH2:11][C@H:12]([C:14](=[O:37])[NH:15][CH2:16][C:17]2([CH2:31][CH2:32][CH2:33][CH2:34][O:35][CH3:36])[C:18]3[CH:19]=[CH:20][CH:21]=[CH:22][C:23]=3[O:24][C:25]3[C:30]2=[CH:29][CH:28]=[CH:27][CH:26]=3)[CH2:13]1)=[O:7])([CH3:4])([CH3:3])[CH3:2].